This data is from Peptide-MHC class I binding affinity with 185,985 pairs from IEDB/IMGT. The task is: Regression. Given a peptide amino acid sequence and an MHC pseudo amino acid sequence, predict their binding affinity value. This is MHC class I binding data. (1) The peptide sequence is KRKGGIGEY. The MHC is HLA-B27:05 with pseudo-sequence HLA-B27:05. The binding affinity (normalized) is 0.342. (2) The peptide sequence is QQYAGWSAL. The MHC is HLA-A02:03 with pseudo-sequence HLA-A02:03. The binding affinity (normalized) is 0.756.